From a dataset of HIV replication inhibition screening data with 41,000+ compounds from the AIDS Antiviral Screen. Binary Classification. Given a drug SMILES string, predict its activity (active/inactive) in a high-throughput screening assay against a specified biological target. (1) The molecule is O=P1(Nc2ccccc2)NCCCO1. The result is 0 (inactive). (2) The compound is CC(C)CCCC(C)C1CCC2C3CCC4CC(CCC=C(c5cc(Cl)c(OCc6ccc(C(=O)O)cc6)c(C(=O)O)c5)c5cc(Cl)c(OCc6ccc(C(=O)O)cc6)c(C(=O)O)c5)CCC4(C)C3CCC12C.[NaH]. The result is 1 (active). (3) The compound is CC1(C)Oc2ccc3ccc(=S)oc3c2C(OC(=O)C23CCC(C)(C(=O)O2)C3(C)C)C1OC(=O)C12CCC(C)(C(=O)O1)C2(C)C. The result is 1 (active). (4) The compound is CC(C)(C)OC(=O)NC(Cc1ccccc1)C(=O)NC(Cc1ccccc1)C(=O)NCC(=O)OCc1ccccc1. The result is 0 (inactive).